Dataset: Forward reaction prediction with 1.9M reactions from USPTO patents (1976-2016). Task: Predict the product of the given reaction. (1) Given the reactants B(F)(F)F.CCOCC.[Si]([C:14]#[N:15])(C)(C)C.O[CH:17]1[C:21]2[CH:22]=[CH:23][CH:24]=[CH:25][C:20]=2[S:19](=[O:27])(=[O:26])[N:18]1[CH2:28][C:29]1[CH:34]=[CH:33][C:32]([O:35][CH3:36])=[CH:31][CH:30]=1, predict the reaction product. The product is: [C:14]([CH:17]1[C:21]2[CH:22]=[CH:23][CH:24]=[CH:25][C:20]=2[S:19](=[O:27])(=[O:26])[N:18]1[CH2:28][C:29]1[CH:34]=[CH:33][C:32]([O:35][CH3:36])=[CH:31][CH:30]=1)#[N:15]. (2) Given the reactants [CH3:1][Si:2]([CH3:19])([CH3:18])[CH2:3][CH2:4][O:5][CH2:6][N:7]1[C:15]2[CH:14]=[C:13]([CH2:16][OH:17])[N:12]=[CH:11][C:10]=2[N:9]=[N:8]1, predict the reaction product. The product is: [CH3:1][Si:2]([CH3:19])([CH3:18])[CH2:3][CH2:4][O:5][CH2:6][N:7]1[C:15]2[CH:14]=[C:13]([CH:16]=[O:17])[N:12]=[CH:11][C:10]=2[N:9]=[N:8]1. (3) Given the reactants [CH3:1][O:2][C:3](=[O:9])[CH2:4][CH2:5][C:6]([NH2:8])=[O:7].[B-](F)(F)(F)F.CC[O+](CC)CC.N[C:23]1[CH:28]=[CH:27][C:26]([C:29]2[C:37]3[C:32](=[CH:33][C:34]([F:38])=[CH:35][CH:36]=3)[N:31]([S:39]([C:42]3[CH:47]=[CH:46][CH:45]=[CH:44][CH:43]=3)(=[O:41])=[O:40])[CH:30]=2)=[CH:25][C:24]=1O, predict the reaction product. The product is: [F:38][C:34]1[CH:33]=[C:32]2[C:37]([C:29]([C:26]3[CH:25]=[CH:24][C:23]4[N:8]=[C:6]([CH2:5][CH2:4][C:3]([O:2][CH3:1])=[O:9])[O:7][C:28]=4[CH:27]=3)=[CH:30][N:31]2[S:39]([C:42]2[CH:47]=[CH:46][CH:45]=[CH:44][CH:43]=2)(=[O:40])=[O:41])=[CH:36][CH:35]=1.